This data is from Reaction yield outcomes from USPTO patents with 853,638 reactions. The task is: Predict the reaction yield, written as a fraction of the theoretical maximum amount of product (1.0 means a 100% yield; for example, 0.34 means a 34% yield). (1) The reactants are [CH2:1]([O:5][C:6]1[CH:7]=[CH:8][C:9]2[CH2:10][N:11](C(OC(C)(C)C)=O)[CH2:12][CH2:13][O:14][C:15]=2[N:16]=1)[CH2:2][CH2:3][CH3:4].[ClH:24].C(OCC)(=O)C. No catalyst specified. The product is [ClH:24].[CH2:1]([O:5][C:6]1[CH:7]=[CH:8][C:9]2[CH2:10][NH:11][CH2:12][CH2:13][O:14][C:15]=2[N:16]=1)[CH2:2][CH2:3][CH3:4]. The yield is 0.840. (2) The reactants are [NH2:1][CH:2]1[CH2:7][CH2:6][N:5]([C:8]([O:10][C:11]([CH3:14])([CH3:13])[CH3:12])=[O:9])[CH2:4][CH2:3]1.[Br:15][C:16]1[CH:17]=[C:18]([N+:23]([O-:25])=[O:24])[C:19](Cl)=[N:20][CH:21]=1.CCN(C(C)C)C(C)C.O. The catalyst is CN1C(=O)CCC1. The product is [Br:15][C:16]1[CH:17]=[C:18]([N+:23]([O-:25])=[O:24])[C:19]([NH:1][CH:2]2[CH2:3][CH2:4][N:5]([C:8]([O:10][C:11]([CH3:14])([CH3:13])[CH3:12])=[O:9])[CH2:6][CH2:7]2)=[N:20][CH:21]=1. The yield is 0.960. (3) The reactants are C[O:2][C:3]1[CH:8]=[CH:7][C:6]([O:9][C:10]2[CH:15]=[CH:14][C:13]([C:16]([F:19])([F:18])[F:17])=[CH:12][N:11]=2)=[CH:5][N:4]=1.Cl.N1C=CC=CC=1. The catalyst is ClCCl. The product is [F:19][C:16]([F:17])([F:18])[C:13]1[CH:14]=[CH:15][C:10]([O:9][C:6]2[CH:7]=[CH:8][C:3]([OH:2])=[N:4][CH:5]=2)=[N:11][CH:12]=1. The yield is 0.680.